Dataset: Reaction yield outcomes from USPTO patents with 853,638 reactions. Task: Predict the reaction yield, written as a fraction of the theoretical maximum amount of product (1.0 means a 100% yield; for example, 0.34 means a 34% yield). (1) The reactants are O[CH2:2][C:3]1[CH:10]=[CH:9][C:6]([CH:7]=[O:8])=[CH:5][CH:4]=1.[NH2:11][C:12]1[CH:17]=[CH:16][CH:15]=[CH:14][N:13]=1.C(O)(=O)C.C(O[BH-](OC(=O)C)OC(=O)C)(=O)C.[Na+]. The catalyst is C1COCC1. The product is [N:13]1[CH:14]=[CH:15][CH:16]=[CH:17][C:12]=1[NH:11][CH2:2][C:3]1[CH:10]=[CH:9][C:6]([CH2:7][OH:8])=[CH:5][CH:4]=1. The yield is 0.740. (2) The reactants are [C:1]([C:3]1[C:4](=[O:14])[O:5][C:6]2[C:11]([CH:12]=1)=[CH:10][CH:9]=[C:8]([F:13])[CH:7]=2)#[CH:2].[Cl:15][C:16]1[C:21](I)=[C:20]([CH3:23])[N:19]=[C:18]([CH3:24])[N:17]=1.C(N(CC)CC)C. The catalyst is [Cu]I.Cl[Pd](Cl)([P](C1C=CC=CC=1)(C1C=CC=CC=1)C1C=CC=CC=1)[P](C1C=CC=CC=1)(C1C=CC=CC=1)C1C=CC=CC=1.CC#N. The product is [Cl:15][C:16]1[C:21]([C:2]#[C:1][C:3]2[C:4](=[O:14])[O:5][C:6]3[C:11]([CH:12]=2)=[CH:10][CH:9]=[C:8]([F:13])[CH:7]=3)=[C:20]([CH3:23])[N:19]=[C:18]([CH3:24])[N:17]=1. The yield is 0.140. (3) The reactants are [N+:1]([C:4]1[CH:9]=[CH:8][C:7]([N:10]2[C:15](=[O:16])[N:14]([C:17]3[CH:22]=[CH:21][C:20]([N+:23]([O-])=O)=[CH:19][C:18]=3[CH3:26])[C:13](=[O:27])[N:12]([C:28]3[CH:33]=[CH:32][C:31]([N+:34]([O-])=O)=[CH:30][C:29]=3[CH3:37])[C:11]2=[O:38])=[C:6]([CH3:39])[CH:5]=1)([O-])=O.Cl.O. The catalyst is C1COCC1.[Pd]. The product is [NH2:23][C:20]1[CH:21]=[CH:22][C:17]([N:14]2[C:15](=[O:16])[N:10]([C:7]3[CH:8]=[CH:9][C:4]([NH2:1])=[CH:5][C:6]=3[CH3:39])[C:11](=[O:38])[N:12]([C:28]3[CH:33]=[CH:32][C:31]([NH2:34])=[CH:30][C:29]=3[CH3:37])[C:13]2=[O:27])=[C:18]([CH3:26])[CH:19]=1. The yield is 0.800. (4) The reactants are [C:1]([O:5][C:6](=[O:20])[NH:7][C@@H:8]1[C:14](=O)[NH:13][C:12]2[CH:16]=[CH:17][CH:18]=[CH:19]C=2NC1)([CH3:4])([CH3:3])[CH3:2].[C:21]([O-])([O-])=O.[Cs+].[Cs+].CI.[CH3:29][N:30]([CH:32]=[O:33])[CH3:31]. The catalyst is CCOC(C)=O. The product is [C:1]([O:5][C:6](=[O:20])[NH:7][C@@H:8]1[C:32](=[O:33])[N:30]([CH3:31])[C:29]2[CH:19]=[CH:18][CH:17]=[CH:16][C:12]=2[N:13]([CH3:21])[CH2:14]1)([CH3:2])([CH3:3])[CH3:4]. The yield is 0.669.